From a dataset of Reaction yield outcomes from USPTO patents with 853,638 reactions. Predict the reaction yield, written as a fraction of the theoretical maximum amount of product (1.0 means a 100% yield; for example, 0.34 means a 34% yield). (1) The reactants are [C:1]1([C:7]2[C:8]3[CH:18]=[CH:17][CH:16]=[CH:15][C:9]=3[NH:10][C:11](=[O:14])[CH2:12][N:13]=2)[CH:6]=[CH:5][CH:4]=[CH:3][CH:2]=1.Br[CH2:20][CH2:21][CH2:22][CH2:23][CH2:24][C:25]([O:27][CH2:28][CH3:29])=[O:26].C(=O)([O-])[O-].[K+].[K+]. The catalyst is CN(C=O)C. The product is [O:14]=[C:11]1[N:10]([CH2:20][CH2:21][CH2:22][CH2:23][CH2:24][C:25]([O:27][CH2:28][CH3:29])=[O:26])[C:9]2[CH:15]=[CH:16][CH:17]=[CH:18][C:8]=2[C:7]([C:1]2[CH:2]=[CH:3][CH:4]=[CH:5][CH:6]=2)=[N:13][CH2:12]1. The yield is 0.630. (2) The product is [NH2:1][C:2]1[C:17]([Br:18])=[CH:16][C:5]2[C:6]([C:12]([NH:13][CH3:14])=[O:15])=[C:7]([C:23]3[CH:22]=[CH:21][C:20]([F:19])=[CH:25][C:24]=3[F:26])[O:8][C:4]=2[CH:3]=1. The reactants are [NH2:1][C:2]1[C:17]([Br:18])=[CH:16][C:5]2[C:6]([C:12](=[O:15])[NH:13][CH3:14])=[C:7](B(O)O)[O:8][C:4]=2[CH:3]=1.[F:19][C:20]1[CH:25]=[C:24]([F:26])[CH:23]=[CH:22][C:21]=1I. The catalyst is CN(C=O)C.C1C=CC(P(C2C=CC=CC=2)[C-]2C=CC=C2)=CC=1.C1C=CC(P(C2C=CC=CC=2)[C-]2C=CC=C2)=CC=1.Cl[Pd]Cl.[Fe+2]. The yield is 0.700. (3) The reactants are [O:1]([C:3]1[CH:4]=[C:5]2[C:9](=[CH:10][CH:11]=1)[C:8](=O)[CH2:7][CH2:6]2)[CH3:2].Br[CH:14]([CH3:19])[C:15]([O:17]C)=[O:16]. No catalyst specified. The product is [CH3:2][O:1][C:3]1[CH:4]=[C:5]2[C:9]([C:8]([CH:14]([CH3:19])[C:15]([OH:17])=[O:16])=[CH:7][CH2:6]2)=[CH:10][CH:11]=1. The yield is 0.680. (4) The reactants are [CH3:1][O:2][C:3](=[O:12])[CH:4]([CH3:11])[CH2:5][CH2:6][CH2:7][C:8](=[O:10])[CH3:9].CC(OC)(C)C.[OH-].[Na+].C(C(C)=O)C(C)C. The catalyst is P(=O)(O)(O)O. The product is [CH3:1][O:2][C:3](=[O:12])[C@@H:4]([CH3:11])[CH2:5][CH2:6][CH2:7][C:8](=[O:10])[CH3:9]. The yield is 0.415. (5) The reactants are [C:1]([C:3]1[CH:22]=[CH:21][C:6]([C:7]([NH:9][CH2:10][C:11]2[CH:12]=[N:13][C:14]([CH3:20])=[C:15]([OH:19])[C:16]=2[CH2:17][OH:18])=[O:8])=[CH:5][CH:4]=1)#[N:2].Br[CH2:24][C:25]1[CH:30]=[CH:29][C:28]([C:31]#[N:32])=[CH:27][CH:26]=1. No catalyst specified. The product is [C:1]([C:3]1[CH:4]=[CH:5][C:6]([C:7]([NH:9][CH2:10][C:11]2[CH:12]=[N:13][C:14]([CH3:20])=[C:15]([O:19][CH2:24][C:25]3[CH:30]=[CH:29][C:28]([C:31]#[N:32])=[CH:27][CH:26]=3)[C:16]=2[CH2:17][OH:18])=[O:8])=[CH:21][CH:22]=1)#[N:2]. The yield is 0.390.